Dataset: Reaction yield outcomes from USPTO patents with 853,638 reactions. Task: Predict the reaction yield, written as a fraction of the theoretical maximum amount of product (1.0 means a 100% yield; for example, 0.34 means a 34% yield). (1) The reactants are Cl[CH2:2][CH2:3][CH2:4][N:5]1[C:10]2[CH:11]=[C:12]([F:16])[C:13]([F:15])=[CH:14][C:9]=2[O:8][CH2:7][C:6]1=[O:17].[CH:18]1([CH2:21][O:22][CH:23]2[CH2:28][CH2:27][NH:26][CH2:25][CH2:24]2)[CH2:20][CH2:19]1.[Na+].[I-].C([O-])([O-])=O.[K+].[K+]. The catalyst is CC#N. The product is [CH:18]1([CH2:21][O:22][CH:23]2[CH2:28][CH2:27][N:26]([CH2:2][CH2:3][CH2:4][N:5]3[C:10]4[CH:11]=[C:12]([F:16])[C:13]([F:15])=[CH:14][C:9]=4[O:8][CH2:7][C:6]3=[O:17])[CH2:25][CH2:24]2)[CH2:19][CH2:20]1. The yield is 0.440. (2) The reactants are [NH2:1][C:2]1[CH:3]=[C:4]([OH:9])[CH:5]=[CH:6][C:7]=1[CH3:8].C(=O)([O-])O.[Na+].[C:15]([C:17]1([C:20]2[CH:21]=[C:22]([CH:26]=[CH:27][CH:28]=2)[C:23](Cl)=[O:24])[CH2:19][CH2:18]1)#[N:16]. The catalyst is O1CCCC1. The product is [C:15]([C:17]1([C:20]2[CH:21]=[C:22]([CH:26]=[CH:27][CH:28]=2)[C:23]([NH:1][C:2]2[CH:3]=[C:4]([OH:9])[CH:5]=[CH:6][C:7]=2[CH3:8])=[O:24])[CH2:18][CH2:19]1)#[N:16]. The yield is 0.870. (3) The reactants are [NH2:1][C:2]1[CH:3]=[C:4]2[C:20](=[O:21])[NH:19][N:18]=[CH:17][C:6]3=[C:7]([C:11]4[CH:16]=[CH:15][CH:14]=[CH:13][CH:12]=4)[NH:8][C:9]([CH:10]=1)=[C:5]23.[C:22]([O:26][C:27]([N:29]1[CH2:34][CH2:33][CH:32]([CH2:35][C:36](O)=[O:37])[CH2:31][CH2:30]1)=[O:28])([CH3:25])([CH3:24])[CH3:23].C(N(CC)CC)C.F[P-](F)(F)(F)(F)F.N1(OC(N(C)C)=[N+](C)C)C2N=CC=CC=2N=N1. The catalyst is C(Cl)Cl.CN(C)C=O.CO.CCCCCC. The product is [C:22]([O:26][C:27]([N:29]1[CH2:34][CH2:33][CH:32]([CH2:35][C:36](=[O:37])[NH:1][C:2]2[CH:3]=[C:4]3[C:20](=[O:21])[NH:19][N:18]=[CH:17][C:6]4=[C:7]([C:11]5[CH:12]=[CH:13][CH:14]=[CH:15][CH:16]=5)[NH:8][C:9]([CH:10]=2)=[C:5]34)[CH2:31][CH2:30]1)=[O:28])([CH3:25])([CH3:24])[CH3:23]. The yield is 1.00.